From a dataset of Catalyst prediction with 721,799 reactions and 888 catalyst types from USPTO. Predict which catalyst facilitates the given reaction. (1) Reactant: [Cl:1][C:2]1[CH:7]=[CH:6][C:5]([NH:8][C:9](=[NH:20])[CH2:10][N:11]([C:13]2[CH:18]=[CH:17][C:16]([F:19])=[CH:15][CH:14]=2)[CH3:12])=[CH:4][CH:3]=1.C(=O)(O)[O-].[Na+].Br[CH2:27][C:28](=[O:34])[C:29]([O:31][CH2:32][CH3:33])=[O:30]. The catalyst class is: 20. Product: [CH2:32]([O:31][C:29]([C:28]1([OH:34])[CH2:27][N:8]([C:5]2[CH:4]=[CH:3][C:2]([Cl:1])=[CH:7][CH:6]=2)[C:9]([CH2:10][N:11]([C:13]2[CH:18]=[CH:17][C:16]([F:19])=[CH:15][CH:14]=2)[CH3:12])=[N:20]1)=[O:30])[CH3:33]. (2) Reactant: [CH2:1]([O:3][C:4]([C:6]1[S:7][C:8]([CH:11]([OH:13])[CH3:12])=[CH:9][CH:10]=1)=[O:5])[CH3:2].[CH3:14][C:15]1[CH:20]=[C:19](O)[CH:18]=[C:17]([CH3:22])[C:16]=1[C:23]1[CH:28]=[CH:27][C:26]([C:29]([F:32])([F:31])[F:30])=[CH:25][CH:24]=1.C1C=CC(P(C2C=CC=CC=2)C2C=CC=CC=2)=CC=1.N(C(N1CCCCC1)=O)=NC(N1CCCCC1)=O. Product: [CH2:1]([O:3][C:4]([C:6]1[S:7][C:8]([CH:11]([O:13][C:19]2[CH:20]=[C:15]([CH3:14])[C:16]([C:23]3[CH:28]=[CH:27][C:26]([C:29]([F:30])([F:32])[F:31])=[CH:25][CH:24]=3)=[C:17]([CH3:22])[CH:18]=2)[CH3:12])=[CH:9][CH:10]=1)=[O:5])[CH3:2]. The catalyst class is: 224. (3) Reactant: [CH3:1][O:2]S([O-])(=O)=O.[NH2:7][C:8]1[CH:16]=[CH:15][C:14]([Br:17])=[CH:13][C:9]=1[C:10](O)=[O:11].CCN(CC)CC. Product: [NH2:7][C:8]1[CH:16]=[CH:15][C:14]([Br:17])=[CH:13][C:9]=1[C:10]([O:2][CH3:1])=[O:11]. The catalyst class is: 3. (4) Reactant: C([C@@H:4]1[CH2:9][CH2:8][CH2:7][C@H:6]([NH:10][C:11](=[O:20])[O:12][CH2:13][C:14]2[CH:19]=[CH:18][CH:17]=[CH:16][CH:15]=2)[CH2:5]1)(=O)N.FC(F)(F)C(OC1C(OC(=O)C(F)(F)F)=C(I)C=CC=1)=O.C(#[N:44])C. Product: [NH2:44][C@@H:4]1[CH2:9][CH2:8][CH2:7][C@H:6]([NH:10][C:11](=[O:20])[O:12][CH2:13][C:14]2[CH:19]=[CH:18][CH:17]=[CH:16][CH:15]=2)[CH2:5]1. The catalyst class is: 6. (5) Product: [CH3:9][O:10][CH2:11][CH2:12][C:13](=[O:14])[CH2:7][C:6]#[N:8]. Reactant: C([Li])CCC.[C:6](#[N:8])[CH3:7].[CH3:9][O:10][CH2:11][CH2:12][C:13](OC)=[O:14]. The catalyst class is: 1.